Task: Predict the product of the given reaction.. Dataset: Forward reaction prediction with 1.9M reactions from USPTO patents (1976-2016) (1) Given the reactants [F:1][C:2]1[CH:7]=[C:6]([C:8]([F:11])([F:10])[F:9])[CH:5]=[CH:4][C:3]=1[C:12]1[C:21]2[CH2:20][CH2:19][CH2:18][CH:17]([CH2:22][C:23]([NH:25][CH3:26])=[O:24])[C:16]=2[CH:15]=[N:14][CH:13]=1.[CH3:27][O:28][CH2:29]CN, predict the reaction product. The product is: [F:1][C:2]1[CH:7]=[C:6]([C:8]([F:9])([F:11])[F:10])[CH:5]=[CH:4][C:3]=1[C:12]1[C:21]2[CH2:20][CH2:19][CH2:18][CH:17]([CH2:22][C:23]([NH:25][CH2:26][CH2:27][O:28][CH3:29])=[O:24])[C:16]=2[CH:15]=[N:14][CH:13]=1. (2) Given the reactants [Cl:1][C:2]1[CH:7]=[CH:6][C:5]([C:8]2[CH:9]=[CH:10][C:11]([CH2:28][CH3:29])=[C:12]([C:14](=O)[C:15]([N:17]([CH3:26])[N:18]=[C:19]([CH3:25])[CH2:20][S:21]([CH3:24])(=[O:23])=[O:22])=[O:16])[CH:13]=2)=[CH:4][CH:3]=1.[C:30]1(C)C=CC=CC=1.[OH2:37].[OH-:38].[Li+].[ClH:40], predict the reaction product. The product is: [Cl:1][C:2]1[CH:7]=[CH:6][C:5]([C:8]2[CH:9]=[CH:10][C:11]([CH2:28][CH3:29])=[C:12]([C:14]3[C:15](=[O:16])[N:17]([CH3:26])[N:18]=[C:19]([CH3:25])[C:20]=3[S:21]([CH3:24])(=[O:23])=[O:22])[CH:13]=2)=[CH:4][CH:3]=1.[Cl:40][C:2]1[CH:7]=[CH:6][C:5]([C:8]2[CH:9]=[CH:10][C:11]([CH2:28][CH3:29])=[C:12]([C:14]3[C:15](=[O:38])[N:17]([CH3:26])[N:18]=[C:19]([CH3:25])[C:20]=3[O:37][CH3:30])[CH:13]=2)=[CH:4][CH:3]=1. (3) The product is: [ClH:1].[F:2][C:3]1[CH:49]=[CH:48][CH:47]=[CH:46][C:4]=1[CH2:5][NH:6][C:7](=[O:45])[CH2:8][CH:9]1[C:15](=[O:16])[N:14]([C:17]2[CH:18]=[CH:19][C:20]([CH2:23][NH2:24])=[CH:21][CH:22]=2)[C:13]2[CH:32]=[CH:33][CH:34]=[CH:35][C:12]=2[N:11]([CH2:36][C:37]2[CH:38]=[CH:39][C:40]([Br:43])=[CH:41][CH:42]=2)[C:10]1=[O:44]. Given the reactants [ClH:1].[F:2][C:3]1[CH:49]=[CH:48][CH:47]=[CH:46][C:4]=1[CH2:5][NH:6][C:7](=[O:45])[CH2:8][CH:9]1[C:15](=[O:16])[N:14]([C:17]2[CH:22]=[CH:21][C:20]([CH2:23][NH:24]C(OC(C)(C)C)=O)=[CH:19][CH:18]=2)[C:13]2[CH:32]=[CH:33][CH:34]=[CH:35][C:12]=2[N:11]([CH2:36][C:37]2[CH:42]=[CH:41][C:40]([Br:43])=[CH:39][CH:38]=2)[C:10]1=[O:44], predict the reaction product. (4) Given the reactants [NH:1]1[C:5]2[CH:6]=[C:7]([C:10]([O:12][CH3:13])=[O:11])[CH:8]=[CH:9][C:4]=2[N:3]=[CH:2]1.[H-].[Na+].CI.[CH3:18]N1C2C=C(C(OC)=O)C=CC=2N=C1, predict the reaction product. The product is: [CH3:18][N:3]1[C:4]2[CH:9]=[CH:8][C:7]([C:10]([O:12][CH3:13])=[O:11])=[CH:6][C:5]=2[N:1]=[CH:2]1. (5) Given the reactants [NH2:1][CH2:2][C:3]([OH:5])=[O:4].C([O-])([O-])=O.[K+].[K+].I[C:13]1[CH:22]=[CH:21][C:16](C(NC)=O)=[C:15]([F:23])[CH:14]=1.Cl.[CH3:25][N:26]([CH:28]=[O:29])C, predict the reaction product. The product is: [CH3:25][NH:26][C:28]([C:13]1[CH:22]=[CH:21][C:16]([NH:1][CH2:2][C:3]([OH:5])=[O:4])=[C:15]([F:23])[CH:14]=1)=[O:29]. (6) Given the reactants ClCCl.Br[C:5]1[CH:6]=[C:7]([CH:14]=[C:15]([N+:17]([O-:19])=[O:18])[CH:16]=1)[C:8]([NH:10][CH:11]([CH3:13])[CH3:12])=[O:9].[CH3:20][N:21]1[CH:25]=[C:24](B2OC(C)(C)C(C)(C)O2)[CH:23]=[N:22]1.C([O-])([O-])=O.[Na+].[Na+], predict the reaction product. The product is: [CH:11]([NH:10][C:8](=[O:9])[C:7]1[CH:14]=[C:15]([N+:17]([O-:19])=[O:18])[CH:16]=[C:5]([C:24]2[CH:23]=[N:22][N:21]([CH3:20])[CH:25]=2)[CH:6]=1)([CH3:13])[CH3:12]. (7) Given the reactants [NH:1]1[CH:5]=[CH:4][N:3]=[C:2]1[CH2:6][CH2:7][OH:8].[H-].[Na+].I[CH2:12][CH2:13][CH2:14][CH2:15][C:16]1[CH:37]=[CH:36][C:19]([O:20][CH2:21][C:22]2[N:23]=[C:24](/[CH:27]=[CH:28]/[C:29]3[CH:34]=[CH:33][C:32]([Br:35])=[CH:31][CH:30]=3)[O:25][CH:26]=2)=[CH:18][CH:17]=1.O, predict the reaction product. The product is: [Br:35][C:32]1[CH:31]=[CH:30][C:29](/[CH:28]=[CH:27]/[C:24]2[O:25][CH:26]=[C:22]([CH2:21][O:20][C:19]3[CH:18]=[CH:17][C:16]([CH2:15][CH2:14][CH2:13][CH2:12][N:1]4[CH:5]=[CH:4][N:3]=[C:2]4[CH2:6][CH2:7][OH:8])=[CH:37][CH:36]=3)[N:23]=2)=[CH:34][CH:33]=1.